Dataset: Reaction yield outcomes from USPTO patents with 853,638 reactions. Task: Predict the reaction yield, written as a fraction of the theoretical maximum amount of product (1.0 means a 100% yield; for example, 0.34 means a 34% yield). (1) The reactants are Br[C:2]1[CH:7]=[C:6]([C:8]([CH3:11])([CH3:10])[CH3:9])[CH:5]=[C:4]([C:12]([CH3:15])([CH3:14])[CH3:13])[CH:3]=1.C([Li])CCC.[Cl:21][Si:22](Cl)([Cl:29])[C:23]1[CH:28]=[CH:27][CH:26]=[CH:25][CH:24]=1. The catalyst is C(OCC)C.CCCCCC. The product is [Cl:21][Si:22]([Cl:29])([C:2]1[CH:7]=[C:6]([C:8]([CH3:11])([CH3:10])[CH3:9])[CH:5]=[C:4]([C:12]([CH3:15])([CH3:14])[CH3:13])[CH:3]=1)[C:23]1[CH:28]=[CH:27][CH:26]=[CH:25][CH:24]=1. The yield is 0.818. (2) The reactants are S(=O)(=O)(O)[OH:2].[Cl:6][C:7]1[CH:13]=[CH:12][CH:11]=[C:10]([Cl:14])[C:8]=1[NH2:9].OO.[OH-:17].[Na+]. The catalyst is [Cl-].C([N+](CCCCCCCC)(CCCCCCCC)C)CCCCCCC.ClC1C=CC=CC=1.O[W](O)(=O)=O. The product is [Cl:6][C:7]1[CH:13]=[CH:12][CH:11]=[C:10]([Cl:14])[C:8]=1[N+:9]([O-:2])=[O:17]. The yield is 0.700. (3) The reactants are [CH3:1][C:2]1[CH:3]=[C:4]([O:20][Si](C(C)C)(C(C)C)C(C)C)[CH:5]=[C:6]([CH3:19])[C:7]=1[CH2:8][C:9]1[CH:14]=[CH:13][C:12]([F:15])=[C:11]([CH:16]([CH3:18])[CH3:17])[CH:10]=1.CCCC[N+](CCCC)(CCCC)CCCC.[F-]. The catalyst is C1COCC1.C(OCC)(=O)C. The product is [CH3:19][C:6]1[CH:5]=[C:4]([OH:20])[CH:3]=[C:2]([CH3:1])[C:7]=1[CH2:8][C:9]1[CH:14]=[CH:13][C:12]([F:15])=[C:11]([CH:16]([CH3:17])[CH3:18])[CH:10]=1. The yield is 0.610. (4) The reactants are [F:1][C:2]([C:5]1[CH:9]=[C:8]([NH2:10])[N:7]([C:11]2[CH:16]=[CH:15][C:14]([O:17][CH3:18])=[CH:13][CH:12]=2)[N:6]=1)([F:4])[CH3:3].[C:19](=[O:28])([O:21][C:22]1[CH:27]=[CH:26][CH:25]=[CH:24][CH:23]=1)N. No catalyst specified. The product is [F:1][C:2]([C:5]1[CH:9]=[C:8]([NH:10][C:19](=[O:28])[O:21][C:22]2[CH:27]=[CH:26][CH:25]=[CH:24][CH:23]=2)[N:7]([C:11]2[CH:16]=[CH:15][C:14]([O:17][CH3:18])=[CH:13][CH:12]=2)[N:6]=1)([F:4])[CH3:3]. The yield is 0.640.